From a dataset of Catalyst prediction with 721,799 reactions and 888 catalyst types from USPTO. Predict which catalyst facilitates the given reaction. (1) Reactant: [NH2:1][CH2:2][CH2:3][CH2:4][CH2:5][N:6]([CH3:8])[CH3:7].[F:9][C:10]([F:36])([F:35])[C:11]1[CH:16]=[CH:15][C:14]([C:17]2[C:18]([C:23]([NH:25][C:26]3[CH:27]=[C:28]([C:32](O)=[O:33])[N:29]([CH3:31])[CH:30]=3)=[O:24])=[CH:19][CH:20]=[CH:21][CH:22]=2)=[CH:13][CH:12]=1.CN(C(ON1N=NC2C=CC=CC1=2)=[N+](C)C)C.[B-](F)(F)(F)F.C(OCC)(=O)C.C(O)C.N. Product: [CH3:7][N:6]([CH3:8])[CH2:5][CH2:4][CH2:3][CH2:2][NH:1][C:32]([C:28]1[N:29]([CH3:31])[CH:30]=[C:26]([NH:25][C:23]([C:18]2[C:17]([C:14]3[CH:13]=[CH:12][C:11]([C:10]([F:36])([F:9])[F:35])=[CH:16][CH:15]=3)=[CH:22][CH:21]=[CH:20][CH:19]=2)=[O:24])[CH:27]=1)=[O:33]. The catalyst class is: 289. (2) Reactant: [C:1]([O:9][CH2:10][C@:11]12[CH2:37][CH2:36][C@@H:35]([C:38]([CH3:40])=[CH2:39])[C@@H:12]1[CH:13]1[C@@:26]([CH3:29])([CH2:27][CH2:28]2)[C@@:25]2([CH3:30])[C@@H:16]([C@:17]3([CH3:34])[C@@H:22]([CH2:23][CH2:24]2)[C:21]([CH3:32])([CH3:31])[C:20](=[O:33])[CH2:19][CH2:18]3)[CH2:15][CH2:14]1)(=[O:8])[C:2]1[CH:7]=[CH:6][CH:5]=[CH:4][CH:3]=1.C1C=CC(N([S:48]([C:51]([F:54])([F:53])[F:52])(=[O:50])=[O:49])[S:48]([C:51]([F:54])([F:53])[F:52])(=[O:50])=[O:49])=CC=1.C[Si]([N-][Si](C)(C)C)(C)C.[K+].[O-]S(C(F)(F)F)(=O)=O. Product: [C:1]([O:9][CH2:10][C@:11]12[CH2:37][CH2:36][C@@H:35]([C:38]([CH3:40])=[CH2:39])[C@@H:12]1[CH:13]1[C@@:26]([CH3:29])([CH2:27][CH2:28]2)[C@@:25]2([CH3:30])[C@@H:16]([C@:17]3([CH3:34])[C@@H:22]([CH2:23][CH2:24]2)[C:21]([CH3:31])([CH3:32])[C:20]([O:33][S:48]([C:51]([F:54])([F:53])[F:52])(=[O:50])=[O:49])=[CH:19][CH2:18]3)[CH2:15][CH2:14]1)(=[O:8])[C:2]1[CH:3]=[CH:4][CH:5]=[CH:6][CH:7]=1. The catalyst class is: 1. (3) Reactant: [H-].[H-].[H-].[H-].[Li+].[Al+3].[O:7]1[CH:11]=[CH:10][CH:9]=[C:8]1[CH2:12][CH2:13][C:14]([NH:16][C:17]1[CH:22]=[CH:21][CH:20]=[CH:19][CH:18]=1)=O. Product: [O:7]1[CH:11]=[CH:10][CH:9]=[C:8]1[CH2:12][CH2:13][CH2:14][NH:16][C:17]1[CH:18]=[CH:19][CH:20]=[CH:21][CH:22]=1. The catalyst class is: 1.